Dataset: Catalyst prediction with 721,799 reactions and 888 catalyst types from USPTO. Task: Predict which catalyst facilitates the given reaction. (1) Reactant: [Br:1][C:2]1[CH:3]=[CH:4][C:5]([OH:10])=[C:6]([CH:9]=1)[CH:7]=O.[NH2:11][CH2:12][CH2:13][OH:14].[BH4-].[Na+].[C:17](O[C:17]([O:19][C:20]([CH3:23])([CH3:22])[CH3:21])=[O:18])([O:19][C:20]([CH3:23])([CH3:22])[CH3:21])=[O:18]. Product: [C:20]([O:19][C:17](=[O:18])[N:11]([CH2:7][C:6]1[CH:9]=[C:2]([Br:1])[CH:3]=[CH:4][C:5]=1[OH:10])[CH2:12][CH2:13][OH:14])([CH3:23])([CH3:22])[CH3:21]. The catalyst class is: 36. (2) Reactant: [O:1]1[CH2:6][CH:5]=[C:4]([C:7]2[N:8]=[CH:9][C:10]([NH2:13])=[N:11][CH:12]=2)[CH2:3][CH2:2]1.N#N.[H][H]. Product: [O:1]1[CH2:2][CH2:3][CH:4]([C:7]2[N:8]=[CH:9][C:10]([NH2:13])=[N:11][CH:12]=2)[CH2:5][CH2:6]1. The catalyst class is: 19. (3) Reactant: [N:1]1[CH:6]=[CH:5][CH:4]=[CH:3][C:2]=1/[CH:7]=[N:8]/[C:9]1[CH:17]=[CH:16][CH:15]=[C:14]2[C:10]=1[CH2:11][O:12][C:13]2=[O:18].[CH:19](=O)[C:20]1[CH:25]=[CH:24][CH:23]=[CH:22][CH:21]=1.[CH3:27][O-:28].[Na+]. Product: [O:28]=[C:27]1[C:10]2[C:14]([C:13]([O:12][CH3:11])=[O:18])=[CH:15][CH:16]=[CH:17][C:9]=2[NH:8][CH:7]([C:2]2[CH:3]=[CH:4][CH:5]=[CH:6][N:1]=2)[CH:19]1[C:20]1[CH:25]=[CH:24][CH:23]=[CH:22][CH:21]=1. The catalyst class is: 567. (4) Reactant: [C:1]([N:4]1[CH2:9][CH2:8][N:7]([CH2:10][C:11]2[CH:16]=[CH:15][C:14]([OH:17])=[CH:13][CH:12]=2)[CH2:6][CH2:5]1)(=[O:3])[CH3:2].CS(O[CH:23]1[CH2:26][N:25]([C:27]([O:29][C:30]([CH3:33])([CH3:32])[CH3:31])=[O:28])[CH2:24]1)(=O)=O.C([O-])([O-])=O.[Cs+].[Cs+].CN(C=O)C. Product: [C:1]([N:4]1[CH2:9][CH2:8][N:7]([CH2:10][C:11]2[CH:16]=[CH:15][C:14]([O:17][CH:23]3[CH2:24][N:25]([C:27]([O:29][C:30]([CH3:33])([CH3:32])[CH3:31])=[O:28])[CH2:26]3)=[CH:13][CH:12]=2)[CH2:6][CH2:5]1)(=[O:3])[CH3:2]. The catalyst class is: 6. (5) Product: [C:1]([O:5][C:6]([N:8]1[C:21]2[C:13](=[CH:14][C:15]3[O:16][C:17]([F:23])([F:22])[O:18][C:19]=3[CH:20]=2)[C@H:12]([OH:24])[CH2:11][CH2:10][CH2:9]1)=[O:7])([CH3:4])([CH3:2])[CH3:3]. The catalyst class is: 1. Reactant: [C:1]([O:5][C:6]([N:8]1[C:21]2[C:13](=[CH:14][C:15]3[O:16][C:17]([F:23])([F:22])[O:18][C:19]=3[CH:20]=2)[C:12](=[O:24])[CH2:11][CH2:10][CH2:9]1)=[O:7])([CH3:4])([CH3:3])[CH3:2].B.CSC.B1(C)OC(C2C=CC=CC=2)(C2C=CC=CC=2)[C@@H]2N1CCC2.C(OCC)(=O)C.CCCCCC.